From a dataset of CYP1A2 inhibition data for predicting drug metabolism from PubChem BioAssay. Regression/Classification. Given a drug SMILES string, predict its absorption, distribution, metabolism, or excretion properties. Task type varies by dataset: regression for continuous measurements (e.g., permeability, clearance, half-life) or binary classification for categorical outcomes (e.g., BBB penetration, CYP inhibition). Dataset: cyp1a2_veith. (1) The drug is Cn1cccc1C(=O)N1CCC2(CCCN(Cc3ccccc3)C2)CC1. The result is 0 (non-inhibitor). (2) The compound is N#Cc1c(-c2ccccc2)nc(-c2ccccc2)[nH]c1=O. The result is 1 (inhibitor).